Dataset: Forward reaction prediction with 1.9M reactions from USPTO patents (1976-2016). Task: Predict the product of the given reaction. (1) Given the reactants [Cl:1][C:2]1[NH:11][C:10]2[C:9](=[O:12])[N:7]([CH3:8])[C:6](=[O:13])[N:5]([CH3:14])[C:4]=2[N:3]=1.C(=O)([O-])[O-].[K+].[K+].Br[CH2:22][C:23]#[C:24][CH3:25], predict the reaction product. The product is: [CH2:22]([N:11]1[C:10]2[C:9](=[O:12])[N:7]([CH3:8])[C:6](=[O:13])[N:5]([CH3:14])[C:4]=2[N:3]=[C:2]1[Cl:1])[C:23]#[C:24][CH3:25]. (2) Given the reactants [C:1]([C@@H:3]1[CH2:7][CH2:6][CH2:5][N:4]1[C:8]([C@@H:10]1[C@H:15]2[CH2:16][C@H:12]([C@H:13]([OH:17])[CH2:14]2)[N:11]1[C:18]([O:20][C:21]([CH3:24])([CH3:23])[CH3:22])=[O:19])=[O:9])#[N:2].[N+](=[CH:27][C:28]([O:30][C:31]([CH3:34])([CH3:33])[CH3:32])=[O:29])=[N-], predict the reaction product. The product is: [C:31]([O:30][C:28](=[O:29])[CH2:27][O:17][C@H:13]1[C@H:12]2[CH2:16][C@H:15]([C@@H:10]([C:8]([N:4]3[CH2:5][CH2:6][CH2:7][C@H:3]3[C:1]#[N:2])=[O:9])[N:11]2[C:18]([O:20][C:21]([CH3:24])([CH3:23])[CH3:22])=[O:19])[CH2:14]1)([CH3:34])([CH3:33])[CH3:32]. (3) Given the reactants [Cl:1][C:2]1[CH:3]=N[N:5]2[C:10](=[O:11])[C:9]3=[C:12]([Cl:15])[CH:13]=[N:14][N:8]3[C:7](=O)[C:6]=12.ClC1C=[C:23]([F:25])[CH:22]=CC=1N, predict the reaction product. The product is: [Cl:15][C:12]1[C:9]([C:10]([NH:5][C:6]2[CH:7]=[CH:22][C:23]([F:25])=[CH:3][C:2]=2[Cl:1])=[O:11])=[N:8][NH:14][CH:13]=1. (4) Given the reactants [CH2:1]=[CH:2][CH2:3][CH2:4][CH2:5][CH2:6][CH2:7]C.[CH:9]([OH:11])=O.[OH:12]O, predict the reaction product. The product is: [CH2:9]([OH:11])[CH:7]([OH:12])[CH2:6][CH2:5][CH2:4][CH2:3][CH2:2][CH3:1]. (5) Given the reactants [NH2:1][CH2:2][CH2:3][CH2:4][O:5][C:6]1[CH:15]=[C:14]2[C:9]([C:10]([O:16][C:17]3[CH:22]=[CH:21][C:20]([Br:23])=[CH:19][C:18]=3[F:24])=[N:11][CH:12]=[N:13]2)=[CH:8][C:7]=1[O:25][CH3:26].C(N(CC)CC)C.[CH3:34][S:35](Cl)(=[O:37])=[O:36], predict the reaction product. The product is: [Br:23][C:20]1[CH:21]=[CH:22][C:17]([O:16][C:10]2[C:9]3[C:14](=[CH:15][C:6]([O:5][CH2:4][CH2:3][CH2:2][NH:1][S:35]([CH3:34])(=[O:37])=[O:36])=[C:7]([O:25][CH3:26])[CH:8]=3)[N:13]=[CH:12][N:11]=2)=[C:18]([F:24])[CH:19]=1. (6) The product is: [CH2:8]([O:7][C:5](=[O:6])[CH2:4][NH:34][C:35]([NH:10][C:11]1[CH:16]=[CH:15][C:14]([N:17]2[C:30](=[O:31])[C:20]3=[CH:21][NH:22][C:23]4[C:24]([F:29])=[CH:25][CH:26]=[CH:27][C:28]=4[C:19]3=[N:18]2)=[CH:13][CH:12]=1)=[O:36])[CH3:9]. Given the reactants O([CH2:4][C:5]([O:7][CH2:8][CH3:9])=[O:6])C#N.[NH2:10][C:11]1[CH:16]=[CH:15][C:14]([N:17]2[C:30](=[O:31])[C:20]3=[CH:21][NH:22][C:23]4[C:24]([F:29])=[CH:25][CH:26]=[CH:27][C:28]=4[C:19]3=[N:18]2)=[CH:13][CH:12]=1.O.C[N:34](C)[CH:35]=[O:36], predict the reaction product. (7) Given the reactants [Br:1][CH2:2][CH2:3][C:4]1[CH:9]=[CH:8][CH:7]=[C:6]([O:10]C)[CH:5]=1.C(Cl)(Cl)Cl.B(Br)(Br)Br.[NH4+].[OH-], predict the reaction product. The product is: [Br:1][CH2:2][CH2:3][C:4]1[CH:5]=[C:6]([OH:10])[CH:7]=[CH:8][CH:9]=1. (8) Given the reactants [N+:1]([C:4]1[CH:5]=[C:6]2[C:11](=[O:12])[O:10][C:8](=O)[C:7]2=[CH:13][CH:14]=1)([O-:3])=[O:2].[NH2:15][C:16]1[CH:24]=[CH:23][C:19]([C:20]([OH:22])=[O:21])=[CH:18][CH:17]=1, predict the reaction product. The product is: [N+:1]([C:4]1[CH:5]=[C:6]2[C:11](=[O:12])[N:15]([C:16]3[CH:24]=[CH:23][C:19]([C:20]([OH:22])=[O:21])=[CH:18][CH:17]=3)[C:8](=[O:10])[C:7]2=[CH:13][CH:14]=1)([O-:3])=[O:2]. (9) Given the reactants [CH2:1]([O:3][C:4]([C:6]1[CH:7]=[C:8]2[N:13]([C:14]=1[C:15]1[CH:16]=[N:17][C:18]([O:21][CH3:22])=[CH:19][CH:20]=1)[CH:12]=[CH:11][C:10]([CH2:23][N:24]1[CH:28]=[C:27]([C:29]([O:36][C:37](=[O:47])[C:38]3[CH:43]=[CH:42][C:41]([N+:44]([O-:46])=[O:45])=[CH:40][CH:39]=3)([C:32]([F:35])([F:34])[F:33])[CH2:30][CH3:31])[N:26]=[N:25]1)=[CH:9]2)=[O:5])[CH3:2].[F:48][C:49]([F:60])([F:59])[C:50](O[C:50](=[O:51])[C:49]([F:60])([F:59])[F:48])=[O:51], predict the reaction product. The product is: [CH2:1]([O:3][C:4]([C:6]1[C:7]([C:50](=[O:51])[C:49]([F:60])([F:59])[F:48])=[C:8]2[N:13]([C:14]=1[C:15]1[CH:16]=[N:17][C:18]([O:21][CH3:22])=[CH:19][CH:20]=1)[CH:12]=[CH:11][C:10]([CH2:23][N:24]1[CH:28]=[C:27]([C:29]([O:36][C:37](=[O:47])[C:38]3[CH:39]=[CH:40][C:41]([N+:44]([O-:46])=[O:45])=[CH:42][CH:43]=3)([C:32]([F:35])([F:34])[F:33])[CH2:30][CH3:31])[N:26]=[N:25]1)=[CH:9]2)=[O:5])[CH3:2].